This data is from Forward reaction prediction with 1.9M reactions from USPTO patents (1976-2016). The task is: Predict the product of the given reaction. (1) Given the reactants [CH3:1][O:2][C:3](=[O:15])[C:4]1[CH:9]=[C:8]([CH3:10])[CH:7]=[C:6]([N+:11]([O-])=O)[C:5]=1[NH2:14].[H][H], predict the reaction product. The product is: [CH3:1][O:2][C:3](=[O:15])[C:4]1[CH:9]=[C:8]([CH3:10])[CH:7]=[C:6]([NH2:11])[C:5]=1[NH2:14]. (2) The product is: [Br:1][C:2]1[CH:21]=[CH:20][C:5]2=[C:6]([C:15]([F:19])([F:18])[C:16]#[N:17])[CH:7]=[C:8]3[C:13]([C:12](=[O:23])[NH:11][CH:10]=[CH:9]3)=[C:4]2[CH:3]=1. Given the reactants [Br:1][C:2]1[CH:21]=[CH:20][C:5]2=[C:6]([C:15]([F:19])([F:18])[C:16]#[N:17])[CH:7]=[C:8]3[C:13]([CH:12]=[N+:11]([O-])[CH:10]=[CH:9]3)=[C:4]2[CH:3]=1.C(OC(C(F)(F)F)=O)(C(F)(F)F)=[O:23].O, predict the reaction product. (3) Given the reactants [F:1][C:2]1[CH:7]=[CH:6][C:5]([C:8]2[C:26](=[O:27])[N:25]([CH3:28])[C:11]3[N:12]([CH3:24])[C:13]4[C:18]([C:10]=3[CH:9]=2)=[CH:17][C:16]([C:19]2[CH:23]=[CH:22][NH:21][N:20]=2)=[CH:15][CH:14]=4)=[CH:4][CH:3]=1.[H-].[Na+].C1OCCOC2C(=CC=CC=2)OCCOCCOC2[C:34](=CC=CC=2)[O:33][CH2:32]1.COCBr.C([O-])(O)=O.[Na+], predict the reaction product. The product is: [F:1][C:2]1[CH:7]=[CH:6][C:5]([C:8]2[C:26](=[O:27])[N:25]([CH3:28])[C:11]3[N:12]([CH3:24])[C:13]4[C:18]([C:10]=3[CH:9]=2)=[CH:17][C:16]([C:19]2[CH:23]=[CH:22][N:21]([CH2:32][O:33][CH3:34])[N:20]=2)=[CH:15][CH:14]=4)=[CH:4][CH:3]=1. (4) Given the reactants [Br:1][C:2]1[CH:6]=[N:5][N:4]([CH3:7])[C:3]=1[C:8]1[CH:9]=[C:10]([NH2:23])[CH:11]=[CH:12][C:13]=1[O:14][CH2:15][CH2:16][N:17]1[CH2:22][CH2:21][O:20][CH2:19][CH2:18]1.[CH:24]1([C:29](O)=[O:30])[CH2:28][CH2:27][CH2:26][CH2:25]1.CN(C(ON1N=NC2C=CC=NC1=2)=[N+](C)C)C.F[P-](F)(F)(F)(F)F.C(N(CC)CC)C, predict the reaction product. The product is: [Br:1][C:2]1[CH:6]=[N:5][N:4]([CH3:7])[C:3]=1[C:8]1[CH:9]=[C:10]([NH:23][C:29]([CH:24]2[CH2:28][CH2:27][CH2:26][CH2:25]2)=[O:30])[CH:11]=[CH:12][C:13]=1[O:14][CH2:15][CH2:16][N:17]1[CH2:18][CH2:19][O:20][CH2:21][CH2:22]1.